Dataset: Full USPTO retrosynthesis dataset with 1.9M reactions from patents (1976-2016). Task: Predict the reactants needed to synthesize the given product. (1) Given the product [C:1]([O:5][C:6](=[O:20])[CH2:7][O:8][CH2:9][CH2:10][CH2:11][CH2:12][OH:13])([CH3:4])([CH3:2])[CH3:3], predict the reactants needed to synthesize it. The reactants are: [C:1]([O:5][C:6](=[O:20])[CH2:7][O:8][CH2:9][CH2:10][CH2:11][CH2:12][O:13]C1CCCCO1)([CH3:4])([CH3:3])[CH3:2].O.C1(C)C=CC(S(O)(=O)=O)=CC=1.C(=O)([O-])O.[Na+]. (2) The reactants are: [NH2:1][C:2]1[CH:20]=[CH:19][CH:18]=[CH:17][C:3]=1[C:4]([NH:6][C:7]1[CH:12]=[CH:11][C:10]([CH:13]([CH2:15][CH3:16])[CH3:14])=[CH:9][CH:8]=1)=[O:5].[OH:21][C:22]1[CH:29]=[CH:28][C:25]([CH:26]=O)=[CH:24][CH:23]=1.II.[OH-].[K+]. Given the product [CH:13]([C:10]1[CH:11]=[CH:12][C:7]([N:6]2[C:4](=[O:5])[C:3]3[C:2](=[CH:20][CH:19]=[CH:18][CH:17]=3)[N:1]=[C:26]2[C:25]2[CH:28]=[CH:29][C:22]([OH:21])=[CH:23][CH:24]=2)=[CH:8][CH:9]=1)([CH2:15][CH3:16])[CH3:14], predict the reactants needed to synthesize it. (3) Given the product [ClH:1].[NH2:44][CH2:43][C@H:40]1[CH2:39][CH2:38][C@H:37]([C:35]([NH:34][C@@H:19]([CH2:18][C:15]2[CH:16]=[CH:17][C:12]([C:9]3[CH:10]=[CH:11][C:6]([S:3]([CH3:2])(=[O:4])=[O:5])=[CH:7][C:8]=3[C:52]([F:53])([F:54])[F:55])=[CH:13][CH:14]=2)[C:20](=[O:33])[NH:21][C:22]2[CH:27]=[CH:26][C:25]([C:28]3[N:32]=[N:31][NH:30][N:29]=3)=[CH:24][CH:23]=2)=[O:36])[CH2:42][CH2:41]1, predict the reactants needed to synthesize it. The reactants are: [ClH:1].[CH3:2][S:3]([C:6]1[CH:11]=[CH:10][C:9]([C:12]2[CH:17]=[CH:16][C:15]([CH2:18][C@H:19]([NH:34][C:35]([C@H:37]3[CH2:42][CH2:41][C@H:40]([CH2:43][NH:44]C(=O)OC(C)(C)C)[CH2:39][CH2:38]3)=[O:36])[C:20](=[O:33])[NH:21][C:22]3[CH:27]=[CH:26][C:25]([C:28]4[N:29]=[N:30][NH:31][N:32]=4)=[CH:24][CH:23]=3)=[CH:14][CH:13]=2)=[C:8]([C:52]([F:55])([F:54])[F:53])[CH:7]=1)(=[O:5])=[O:4].